Dataset: Forward reaction prediction with 1.9M reactions from USPTO patents (1976-2016). Task: Predict the product of the given reaction. (1) The product is: [Cl:28][C:25]1[CH:26]=[C:27]2[C:19]([C:14]3[N:13]=[C:12]([NH:11][CH:7]4[CH2:8][CH2:9][CH2:10][C:5]([CH3:40])([C:3]([OH:4])=[O:2])[CH:6]4[OH:39])[C:17]([F:18])=[CH:16][N:15]=3)=[CH:20][NH:21][C:22]2=[N:23][CH:24]=1. Given the reactants C[O:2][C:3]([C:5]1([CH3:40])[CH2:10][CH2:9][CH2:8][CH:7]([NH:11][C:12]2[C:17]([F:18])=[CH:16][N:15]=[C:14]([C:19]3[C:27]4[C:22](=[N:23][CH:24]=[C:25]([Cl:28])[CH:26]=4)[N:21](S(C4C=CC(C)=CC=4)(=O)=O)[CH:20]=3)[N:13]=2)[CH:6]1[OH:39])=[O:4].C1COCC1.[Li+].[OH-], predict the reaction product. (2) The product is: [O:1]=[C:2]1[C:6]([C:13]2[CH:18]=[CH:17][CH:16]=[CH:15][CH:14]=2)([C:7]2[CH:12]=[CH:11][CH:10]=[CH:9][CH:8]=2)[CH2:5][CH2:4][N:3]1[CH2:19][C:20]([Cl:31])=[O:22]. Given the reactants [O:1]=[C:2]1[C:6]([C:13]2[CH:18]=[CH:17][CH:16]=[CH:15][CH:14]=2)([C:7]2[CH:12]=[CH:11][CH:10]=[CH:9][CH:8]=2)[CH2:5][CH2:4][N:3]1[CH2:19][C:20]([OH:22])=O.CN(C)C=O.C(Cl)(=O)C([Cl:31])=O, predict the reaction product.